Predict the reactants needed to synthesize the given product. From a dataset of Full USPTO retrosynthesis dataset with 1.9M reactions from patents (1976-2016). (1) Given the product [CH3:25][O:26][C:27](=[O:39])[C:28]1[CH:33]=[C:32]([C:34]([F:37])([F:36])[F:35])[CH:31]=[C:30]([N:38]2[C:11]([CH3:12])=[CH:10][CH:9]=[C:8]2[C:6]2[CH:7]=[C:2]([Cl:1])[CH:3]=[CH:4][C:5]=2[O:15][CH2:16][C:17]2[CH:22]=[CH:21][C:20]([Br:23])=[CH:19][C:18]=2[F:24])[CH:29]=1, predict the reactants needed to synthesize it. The reactants are: [Cl:1][C:2]1[CH:3]=[CH:4][C:5]([O:15][CH2:16][C:17]2[CH:22]=[CH:21][C:20]([Br:23])=[CH:19][C:18]=2[F:24])=[C:6]([C:8](=O)[CH2:9][CH2:10][C:11](=O)[CH3:12])[CH:7]=1.[CH3:25][O:26][C:27](=[O:39])[C:28]1[CH:33]=[C:32]([C:34]([F:37])([F:36])[F:35])[CH:31]=[C:30]([NH2:38])[CH:29]=1.CC1C=CC(S(O)(=O)=O)=CC=1. (2) Given the product [CH3:24][C:23]([CH3:26])([CH3:25])[CH2:22][N:21]1[C:14]2[N:15]=[C:16]([C:19]#[N:20])[N:17]=[CH:18][C:13]=2[CH:11]=[C:10]1[CH2:9][C:6]1[CH:7]=[CH:8][C:3]([O:2][CH3:1])=[CH:4][CH:5]=1, predict the reactants needed to synthesize it. The reactants are: [CH3:1][O:2][C:3]1[CH:8]=[CH:7][C:6]([CH2:9][C:10]#[CH:11])=[CH:5][CH:4]=1.Br[C:13]1[C:14]([NH:21][CH2:22][C:23]([CH3:26])([CH3:25])[CH3:24])=[N:15][C:16]([C:19]#[N:20])=[N:17][CH:18]=1.C(N(CC)CC)C.